From a dataset of Catalyst prediction with 721,799 reactions and 888 catalyst types from USPTO. Predict which catalyst facilitates the given reaction. (1) Reactant: [NH2:1][C:2]1[CH:7]=[CH:6][C:5]([OH:8])=[CH:4][CH:3]=1.[C@@H:9]12[C:18](=O)[O:17][C:15](=[O:16])[C@@H:10]1[CH2:11][CH2:12][CH2:13][CH2:14]2.C. Product: [OH:8][C:5]1[CH:6]=[CH:7][C:2]([N:1]2[C:15](=[O:16])[C@H:10]3[C@H:9]([CH2:14][CH2:13][CH2:12][CH2:11]3)[C:18]2=[O:17])=[CH:3][CH:4]=1. The catalyst class is: 8. (2) Reactant: C1C(=O)N([Br:8])C(=O)C1.CC(N=NC(C#N)(C)C)(C#N)C.[Br:21][C:22]1[CH:27]=[C:26]([CH3:28])[CH:25]=[C:24]([O:29][CH3:30])[CH:23]=1. Product: [Br:21][C:22]1[CH:23]=[C:24]([O:29][CH3:30])[CH:25]=[C:26]([CH2:28][Br:8])[CH:27]=1. The catalyst class is: 53. (3) Reactant: [Cl:1][C:2]1[CH:31]=[CH:30][C:5]([O:6][C:7]2[CH:29]=[N:28][C:10]3[N:11]([CH3:27])[C:12](=[O:26])[N:13]([CH2:16][CH2:17][CH2:18][O:19][CH:20]4[CH2:25][CH2:24][CH2:23][CH2:22][O:21]4)[C:14](=[O:15])[C:9]=3[CH:8]=2)=[CH:4][CH:3]=1.[Li+].CC([N-]C(C)C)C.[F:40][C:41]1[CH:48]=[CH:47][C:44]([CH:45]=[O:46])=[CH:43][CH:42]=1. Product: [Cl:1][C:2]1[CH:31]=[CH:30][C:5]([O:6][C:7]2[CH:29]=[N:28][C:10]3[N:11]([CH3:27])[C:12](=[O:26])[N:13]([CH2:16][CH2:17][CH2:18][O:19][CH:20]4[CH2:25][CH2:24][CH2:23][CH2:22][O:21]4)[C:14](=[O:15])[C:9]=3[C:8]=2[CH:45]([C:44]2[CH:47]=[CH:48][C:41]([F:40])=[CH:42][CH:43]=2)[OH:46])=[CH:4][CH:3]=1. The catalyst class is: 1. (4) Reactant: Cl[C:2]1[N:7]=[CH:6][CH:5]=[C:4]2[N:8]([CH:27]([CH3:29])[CH3:28])[C:9](=[O:26])[N:10]([CH2:11][C:12]3[N:20]([CH2:21][CH2:22][CH:23]([CH3:25])[CH3:24])[C:15]4=[N:16][CH:17]=[CH:18][CH:19]=[C:14]4[N:13]=3)[C:3]=12.[C:30]([Zn]C#N)#[N:31]. Product: [CH2:21]([N:20]1[C:15]2=[N:16][CH:17]=[CH:18][CH:19]=[C:14]2[N:13]=[C:12]1[CH2:11][N:10]1[C:3]2[C:2]([C:30]#[N:31])=[N:7][CH:6]=[CH:5][C:4]=2[N:8]([CH:27]([CH3:29])[CH3:28])[C:9]1=[O:26])[CH2:22][CH:23]([CH3:25])[CH3:24]. The catalyst class is: 3. (5) Reactant: [CH2:1]([CH:5]1[CH2:9][N:8]([CH:10]2[CH2:15][CH2:14][O:13][CH2:12][CH2:11]2)[C:7](=[O:16])[N:6]1[CH:17]1[CH2:22][CH2:21][NH:20][CH2:19][CH2:18]1)[CH2:2][CH2:3][CH3:4].[C:23]([O:27][C:28](=[O:47])[CH2:29][O:30][C:31]1[CH:36]=[CH:35][C:34]([S:37][C:38]2[CH:43]=[CH:42][C:41]([CH:44]=O)=[C:40]([CH3:46])[N:39]=2)=[CH:33][CH:32]=1)([CH3:26])([CH3:25])[CH3:24].C(O[BH-](OC(=O)C)OC(=O)C)(=O)C.[Na+]. Product: [C:23]([O:27][C:28](=[O:47])[CH2:29][O:30][C:31]1[CH:36]=[CH:35][C:34]([S:37][C:38]2[CH:43]=[CH:42][C:41]([CH2:44][N:20]3[CH2:19][CH2:18][CH:17]([N:6]4[CH:5]([CH2:1][CH2:2][CH2:3][CH3:4])[CH2:9][N:8]([CH:10]5[CH2:11][CH2:12][O:13][CH2:14][CH2:15]5)[C:7]4=[O:16])[CH2:22][CH2:21]3)=[C:40]([CH3:46])[N:39]=2)=[CH:33][CH:32]=1)([CH3:26])([CH3:25])[CH3:24]. The catalyst class is: 2. (6) Reactant: [Cl:1][C:2]1[CH:3]=[CH:4][C:5]([O:28][CH2:29][CH:30]([CH3:32])[CH3:31])=[C:6]([CH2:8][N:9]2[C:13]([CH3:14])=[CH:12][C:11]([C:15]([NH:17][C:18]3[CH:23]=[CH:22][C:21]([CH2:24][OH:25])=[C:20]([O:26][CH3:27])[CH:19]=3)=[O:16])=[N:10]2)[CH:7]=1. Product: [Cl:1][C:2]1[CH:3]=[CH:4][C:5]([O:28][CH2:29][CH:30]([CH3:32])[CH3:31])=[C:6]([CH2:8][N:9]2[C:13]([CH3:14])=[CH:12][C:11]([C:15]([NH:17][C:18]3[CH:23]=[CH:22][C:21]([CH:24]=[O:25])=[C:20]([O:26][CH3:27])[CH:19]=3)=[O:16])=[N:10]2)[CH:7]=1. The catalyst class is: 4.